This data is from Catalyst prediction with 721,799 reactions and 888 catalyst types from USPTO. The task is: Predict which catalyst facilitates the given reaction. (1) Reactant: [CH3:1][C:2]([CH3:47])([CH3:46])[C@H:3]([NH:32][C:33](=[O:45])[C@@H:34]([N:36]([CH3:44])[C:37](=[O:43])[O:38][C:39]([CH3:42])([CH3:41])[CH3:40])[CH3:35])[C:4]([N:6]1[C@H:15]([C:16](=[O:28])[NH:17][C@H:18]2[C:27]3[C:22](=[CH:23][CH:24]=[CH:25][CH:26]=3)[CH2:21][CH2:20][CH2:19]2)[CH2:14][C:13]2[C:8](=[CH:9][C:10]([N+:29]([O-])=O)=[CH:11][CH:12]=2)[CH2:7]1)=[O:5]. Product: [NH2:29][C:10]1[CH:9]=[C:8]2[C:13]([CH2:14][C@@H:15]([C:16](=[O:28])[NH:17][C@H:18]3[C:27]4[C:22](=[CH:23][CH:24]=[CH:25][CH:26]=4)[CH2:21][CH2:20][CH2:19]3)[N:6]([C:4](=[O:5])[C@@H:3]([NH:32][C:33](=[O:45])[C@@H:34]([N:36]([CH3:44])[C:37](=[O:43])[O:38][C:39]([CH3:41])([CH3:42])[CH3:40])[CH3:35])[C:2]([CH3:1])([CH3:46])[CH3:47])[CH2:7]2)=[CH:12][CH:11]=1. The catalyst class is: 19. (2) Reactant: [NH2:1][C:2]1[C:6]2[CH:7]=[CH:8][CH:9]=[CH:10][C:5]=2[O:4][C:3]=1[C:11]([NH2:13])=[O:12].N1C=CC=CC=1.[F:20][C:21]([F:32])([F:31])[C:22]1[CH:30]=[CH:29][C:25]([C:26](Cl)=[O:27])=[CH:24][CH:23]=1. Product: [F:20][C:21]([F:31])([F:32])[C:22]1[CH:30]=[CH:29][C:25]([C:26]([NH:1][C:2]2[C:6]3[CH:7]=[CH:8][CH:9]=[CH:10][C:5]=3[O:4][C:3]=2[C:11]([NH2:13])=[O:12])=[O:27])=[CH:24][CH:23]=1. The catalyst class is: 1. (3) Reactant: [OH-:1].[Li+].[C:3]([O:7][C:8]([N:10]1[C:19]2[C:14](=[CH:15][C:16]([F:20])=[CH:17][CH:18]=2)[C:13]([CH3:22])([CH3:21])[CH2:12][C:11]1=[O:23])=[O:9])([CH3:6])([CH3:5])[CH3:4]. Product: [C:3]([O:7][C:8]([NH:10][C:19]1[CH:18]=[CH:17][C:16]([F:20])=[CH:15][C:14]=1[C:13]([CH3:22])([CH3:21])[CH2:12][C:11]([OH:23])=[O:1])=[O:9])([CH3:6])([CH3:5])[CH3:4]. The catalyst class is: 1. (4) Reactant: [CH:1]1[N:5]=[CH:4][N:3]2[CH:6]([C:9]3[CH:16]=[CH:15][C:12]([C:13]#[N:14])=[CH:11][C:10]=3/[CH:17]=[CH:18]/[CH3:19])[CH2:7][CH2:8][C:2]=12. Product: [CH:1]1[N:5]=[CH:4][N:3]2[CH:6]([C:9]3[CH:16]=[CH:15][C:12]([C:13]#[N:14])=[CH:11][C:10]=3[CH2:17][CH2:18][CH3:19])[CH2:7][CH2:8][C:2]=12. The catalyst class is: 256. (5) Reactant: [CH3:1][S:2]([C:5]1[CH:10]=[CH:9][C:8]([C:11]2[CH:12]=[CH:13][C:14]([O:17][CH2:18][CH:19]3[CH2:24][CH2:23][N:22](C(OC(C)(C)C)=O)[CH2:21][CH2:20]3)=[N:15][CH:16]=2)=[CH:7][CH:6]=1)(=[O:4])=[O:3].[ClH:32]. Product: [ClH:32].[CH3:1][S:2]([C:5]1[CH:10]=[CH:9][C:8]([C:11]2[CH:12]=[CH:13][C:14]([O:17][CH2:18][CH:19]3[CH2:24][CH2:23][NH:22][CH2:21][CH2:20]3)=[N:15][CH:16]=2)=[CH:7][CH:6]=1)(=[O:3])=[O:4]. The catalyst class is: 5. (6) Reactant: CO[C:3]1[CH:4]=[CH:5][C:6]2[CH:10]=[C:9]([CH2:11]O)[S:8][C:7]=2[CH:13]=1.N([C:21]([O:23][CH2:24][CH3:25])=O)=N[C:21]([O:23][CH2:24][CH3:25])=O.[C:26]1(=[O:36])[NH:30][C:29](=[O:31])[C:28]2=[CH:32][CH:33]=CC=[C:27]12.C1(P(C2C=CC=CC=2)C2C=CC=CC=2)C=CC=CC=1. Product: [CH3:21][O:23][C:24]1[CH:25]=[C:27]2[C:28]([C:29](=[O:31])[NH:30][C:26]2=[O:36])=[C:32]([CH2:11][C:9]2[S:8][C:7]3[CH:13]=[CH:3][CH:4]=[CH:5][C:6]=3[CH:10]=2)[CH:33]=1. The catalyst class is: 7.